From a dataset of Forward reaction prediction with 1.9M reactions from USPTO patents (1976-2016). Predict the product of the given reaction. (1) Given the reactants [NH2:1][C:2]1[C:7]([CH:8]=O)=[CH:6][N:5]=[C:4]([S:10][CH3:11])[N:3]=1.[Cl:12][C:13]1[C:18]([O:19][CH3:20])=[CH:17][C:16]([O:21][CH3:22])=[C:15]([Cl:23])[C:14]=1[CH2:24][C:25]#[N:26].C(=O)([O-])[O-].[K+].[K+], predict the reaction product. The product is: [Cl:12][C:13]1[C:18]([O:19][CH3:20])=[CH:17][C:16]([O:21][CH3:22])=[C:15]([Cl:23])[C:14]=1[C:24]1[C:25](=[NH:26])[NH:1][C:2]2[N:3]=[C:4]([S:10][CH3:11])[N:5]=[CH:6][C:7]=2[CH:8]=1. (2) Given the reactants [Cl:1][C:2]1[CH:3]=[C:4]([CH:13]=[CH:14][C:15]=1[C:16]1[N:20]=[C:19]([C:21]2[CH:22]=[N:23][C:24]([O:28][CH:29]([CH3:31])[CH3:30])=[C:25]([Cl:27])[CH:26]=2)[O:18][N:17]=1)[O:5][CH:6]1[CH2:9][CH:8]([C:10]([OH:12])=[O:11])[CH2:7]1.[OH-].[Mg+2:33].[OH-].O, predict the reaction product. The product is: [Mg+2:33].[Cl:1][C:2]1[CH:3]=[C:4]([CH:13]=[CH:14][C:15]=1[C:16]1[N:20]=[C:19]([C:21]2[CH:22]=[N:23][C:24]([O:28][CH:29]([CH3:31])[CH3:30])=[C:25]([Cl:27])[CH:26]=2)[O:18][N:17]=1)[O:5][CH:6]1[CH2:9][CH:8]([C:10]([O-:12])=[O:11])[CH2:7]1.[Cl:1][C:2]1[CH:3]=[C:4]([CH:13]=[CH:14][C:15]=1[C:16]1[N:20]=[C:19]([C:21]2[CH:22]=[N:23][C:24]([O:28][CH:29]([CH3:31])[CH3:30])=[C:25]([Cl:27])[CH:26]=2)[O:18][N:17]=1)[O:5][CH:6]1[CH2:9][CH:8]([C:10]([O-:12])=[O:11])[CH2:7]1. (3) Given the reactants Cl[C:2]1[C:3]2[C:4](=[CH:13][N:14](CC3C=CC(OC)=CC=3)[N:15]=2)[N:5]=[C:6]([C:8]2[CH:12]=[CH:11][S:10][CH:9]=2)[N:7]=1.[NH2:25][C:26]1[CH:31]=[CH:30][C:29]([S:32]([F:37])([F:36])([F:35])([F:34])[F:33])=[CH:28][CH:27]=1.Cl, predict the reaction product. The product is: [F:33][S:32]([F:34])([F:35])([F:36])([F:37])[C:29]1[CH:30]=[CH:31][C:26]([NH:25][C:2]2[C:3]3[NH:15][N:14]=[CH:13][C:4]=3[N:5]=[C:6]([C:8]3[CH:12]=[CH:11][S:10][CH:9]=3)[N:7]=2)=[CH:27][CH:28]=1. (4) Given the reactants [CH3:1][C:2]1[O:12][C:5]2[CH2:6][N:7]([CH3:11])[CH2:8][CH:9]([OH:10])[C:4]=2[CH:3]=1.[Cl:13][C:14]1[CH:15]=[C:16](F)[CH:17]=[CH:18][C:19]=1[Cl:20], predict the reaction product. The product is: [ClH:13].[Cl:13][C:14]1[CH:15]=[C:16]([O:10][CH:9]2[CH2:8][N:7]([CH3:11])[CH2:6][C:5]3[O:12][C:2]([CH3:1])=[CH:3][C:4]2=3)[CH:17]=[CH:18][C:19]=1[Cl:20]. (5) Given the reactants Cl[C:2]1[CH:3]=[C:4]([C:14]([NH:16][CH2:17][C:18]2[C:19](=[O:26])[NH:20][C:21]([CH3:25])=[CH:22][C:23]=2[CH3:24])=[O:15])[C:5]2[CH:10]=[N:9][N:8]([CH:11]([CH3:13])[CH3:12])[C:6]=2[N:7]=1.[I-].[Na+].C(N(CC)CC)C.[CH2:36]1[CH2:46]C[N:44]2[C:39](=NC[CH2:42][CH2:43]2)[CH2:38][CH2:37]1.C(C1C=CN=CC=1)#C, predict the reaction product. The product is: [CH3:24][C:23]1[CH:22]=[C:21]([CH3:25])[NH:20][C:19](=[O:26])[C:18]=1[CH2:17][NH:16][C:14]([C:4]1[C:5]2[CH:10]=[N:9][N:8]([CH:11]([CH3:13])[CH3:12])[C:6]=2[N:7]=[C:2]([C:46]#[C:36][C:37]2[CH:38]=[CH:39][N:44]=[CH:43][CH:42]=2)[CH:3]=1)=[O:15]. (6) Given the reactants [CH3:1][C:2]1([CH3:17])[C:7](=[O:8])[CH2:6][CH2:5][C@@H:4]([NH:9][C:10](=[O:16])[O:11][C:12]([CH3:15])([CH3:14])[CH3:13])[CH2:3]1.[CH3:18][Mg]Br, predict the reaction product. The product is: [OH:8][C:7]1([CH3:18])[CH2:6][CH2:5][C@@H:4]([NH:9][C:10](=[O:16])[O:11][C:12]([CH3:15])([CH3:14])[CH3:13])[CH2:3][C:2]1([CH3:17])[CH3:1]. (7) Given the reactants C([O:5][C:6](=[O:17])/[CH:7]=[CH:8]/[C:9]1[CH:14]=[CH:13][C:12]([CH:15]=O)=[CH:11][N:10]=1)(C)(C)C.[OH-].[K+].[CH3:20][N:21]1[CH2:26][CH2:25][N:24]([C:27]2[CH:28]=[C:29]([C:33](=[O:35])[CH3:34])[CH:30]=[CH:31][CH:32]=2)[CH2:23][CH2:22]1, predict the reaction product. The product is: [CH3:20][N:21]1[CH2:26][CH2:25][N:24]([C:27]2[CH:28]=[C:29]([C:33](=[O:35])/[CH:34]=[CH:15]/[C:12]3[CH:13]=[CH:14][C:9](/[CH:8]=[CH:7]/[C:6]([OH:5])=[O:17])=[N:10][CH:11]=3)[CH:30]=[CH:31][CH:32]=2)[CH2:23][CH2:22]1.